This data is from Full USPTO retrosynthesis dataset with 1.9M reactions from patents (1976-2016). The task is: Predict the reactants needed to synthesize the given product. (1) Given the product [CH2:15]([O:14][C:12]([N:7]1[CH2:8][CH2:9][CH:10]([OH:11])[CH:4]([NH2:1])[CH2:5][CH2:6]1)=[O:13])[C:16]1[CH:17]=[CH:18][CH:19]=[CH:20][CH:21]=1, predict the reactants needed to synthesize it. The reactants are: [N:1]([CH:4]1[CH:10]([OH:11])[CH2:9][CH2:8][N:7]([C:12]([O:14][CH2:15][C:16]2[CH:21]=[CH:20][CH:19]=[CH:18][CH:17]=2)=[O:13])[CH2:6][CH2:5]1)=[N+]=[N-].O.C1C=CC(P(C2C=CC=CC=2)C2C=CC=CC=2)=CC=1. (2) Given the product [CH3:24][C:21]1[O:20][C:19]([C:17]([C:6]2[CH:5]=[N:4][N:3]([CH2:1][CH3:2])[CH:7]=2)=[O:18])=[N:23][N:22]=1, predict the reactants needed to synthesize it. The reactants are: [CH2:1]([N:3]1[CH:7]=[C:6](I)[CH:5]=[N:4]1)[CH3:2].C([Mg]Cl)(C)C.CON(C)[C:17]([C:19]1[O:20][C:21]([CH3:24])=[N:22][N:23]=1)=[O:18].